This data is from Catalyst prediction with 721,799 reactions and 888 catalyst types from USPTO. The task is: Predict which catalyst facilitates the given reaction. (1) Reactant: [C:1]1([S:7]([O:10][C:11]2[CH:16]=[CH:15][C:14]([CH3:17])=[CH:13][C:12]=2[CH:18]([C:22]2[CH:27]=[CH:26][CH:25]=[CH:24][CH:23]=2)[CH2:19][CH2:20]I)(=[O:9])=[O:8])[CH:6]=[CH:5][CH:4]=[CH:3][CH:2]=1.[CH:28]([NH:31][CH:32]([CH3:34])[CH3:33])([CH3:30])[CH3:29]. Product: [CH:28]([N:31]([CH2:20][CH2:19][CH:18]([C:12]1[CH:13]=[C:14]([CH3:17])[CH:15]=[CH:16][C:11]=1[O:10][S:7]([C:1]1[CH:6]=[CH:5][CH:4]=[CH:3][CH:2]=1)(=[O:9])=[O:8])[C:22]1[CH:27]=[CH:26][CH:25]=[CH:24][CH:23]=1)[CH:32]([CH3:34])[CH3:33])([CH3:30])[CH3:29]. The catalyst class is: 10. (2) Reactant: [ClH:1].Cl.[C:3]1([NH2:11])[C:4]([NH2:10])=[CH:5][C:6]([NH2:9])=[CH:7][CH:8]=1.[OH:12][C:13]1[CH:14]=[C:15]([C:19]([C:21]([C:23]2[CH:28]=[CH:27][CH:26]=[C:25]([OH:29])[CH:24]=2)=O)=O)[CH:16]=[CH:17][CH:18]=1. Product: [ClH:1].[ClH:1].[OH:12][C:13]1[CH:14]=[C:15]([C:19]2[C:21]([C:23]3[CH:28]=[CH:27][CH:26]=[C:25]([OH:29])[CH:24]=3)=[N:10][C:4]3[C:3](=[CH:8][CH:7]=[C:6]([NH2:9])[CH:5]=3)[N:11]=2)[CH:16]=[CH:17][CH:18]=1. The catalyst class is: 38. (3) Reactant: [C:1]1([C:26]2[CH:31]=[CH:30][CH:29]=[CH:28][CH:27]=2)[CH:6]=[CH:5][CH:4]=[C:3]([C:7]2[N:12]=[CH:11][N:10]=[C:9]([NH:13][C:14]3[CH:19]=[CH:18][C:17]([N:20]([CH2:23][CH2:24]Cl)[CH2:21][CH3:22])=[CH:16][CH:15]=3)[CH:8]=2)[CH:2]=1.CN1C(=O)CCC1.[C:39]1(=[O:49])[NH:43][C:42](=[O:44])[C:41]2=[CH:45][CH:46]=[CH:47][CH:48]=[C:40]12.[K]. Product: [C:1]1([C:26]2[CH:31]=[CH:30][CH:29]=[CH:28][CH:27]=2)[CH:6]=[CH:5][CH:4]=[C:3]([C:7]2[N:12]=[CH:11][N:10]=[C:9]([NH:13][C:14]3[CH:19]=[CH:18][C:17]([N:20]([CH2:21][CH3:22])[CH2:23][CH2:24][N:43]4[C:39](=[O:49])[C:40]5[C:41](=[CH:45][CH:46]=[CH:47][CH:48]=5)[C:42]4=[O:44])=[CH:16][CH:15]=3)[CH:8]=2)[CH:2]=1. The catalyst class is: 4. (4) Reactant: Br[C:2]1[N:3]=[C:4]2[C:10]([C:11]([C:13]3([CH3:18])[CH2:17][CH2:16][CH2:15][CH2:14]3)=[O:12])=[CH:9][NH:8][C:5]2=[N:6][CH:7]=1.[CH3:19][O:20][C:21]1[CH:22]=[C:23](B(O)O)[CH:24]=[C:25]([O:29][CH3:30])[C:26]=1[O:27][CH3:28]. Product: [CH3:18][C:13]1([C:11]([C:10]2[C:4]3[C:5](=[N:6][CH:7]=[C:2]([C:23]4[CH:24]=[C:25]([O:29][CH3:30])[C:26]([O:27][CH3:28])=[C:21]([O:20][CH3:19])[CH:22]=4)[N:3]=3)[NH:8][CH:9]=2)=[O:12])[CH2:17][CH2:16][CH2:15][CH2:14]1. The catalyst class is: 25. (5) Product: [NH2:8][C@H:9]1[CH2:14][CH2:13][CH2:12][CH2:11][C@H:10]1[NH:15][C:16]1[CH:17]=[C:18]([NH:24][C:25]2[CH:26]=[CH:27][CH:28]=[C:29]([CH2:31][N:32]3[CH2:37][CH2:36][NH:35][CH2:34][CH2:33]3)[N:30]=2)[C:19]([C:22]#[N:23])=[N:20][CH:21]=1. The catalyst class is: 4. Reactant: C(OC([NH:8][C@H:9]1[CH2:14][CH2:13][CH2:12][CH2:11][C@H:10]1[NH:15][C:16]1[CH:17]=[C:18]([NH:24][C:25]2[N:30]=[C:29]([CH2:31][N:32]3[CH2:37][CH2:36][N:35](C(OC(C)(C)C)=O)[CH2:34][CH2:33]3)[CH:28]=[CH:27][CH:26]=2)[C:19]([C:22]#[N:23])=[N:20][CH:21]=1)=O)(C)(C)C.FC(F)(F)C(O)=O.